Dataset: Peptide-MHC class II binding affinity with 134,281 pairs from IEDB. Task: Regression. Given a peptide amino acid sequence and an MHC pseudo amino acid sequence, predict their binding affinity value. This is MHC class II binding data. (1) The peptide sequence is GELMIVDKIDAAFKI. The MHC is DRB5_0101 with pseudo-sequence DRB5_0101. The binding affinity (normalized) is 0.430. (2) The peptide sequence is AFILDGDELFPKV. The MHC is DRB1_0401 with pseudo-sequence DRB1_0401. The binding affinity (normalized) is 0.364.